Dataset: Catalyst prediction with 721,799 reactions and 888 catalyst types from USPTO. Task: Predict which catalyst facilitates the given reaction. Reactant: [C:1]1([CH2:7][C@@H:8]2[NH:13][C:12](=O)[C@H:11]([CH2:15][C:16]3[CH:21]=[CH:20][CH:19]=[CH:18][CH:17]=3)[NH:10][C:9]2=O)[CH:6]=[CH:5][CH:4]=[CH:3][CH:2]=1.B.C1COCC1. Product: [C:16]1([CH2:15][C@H:11]2[CH2:12][NH:13][C@@H:8]([CH2:7][C:1]3[CH:6]=[CH:5][CH:4]=[CH:3][CH:2]=3)[CH2:9][NH:10]2)[CH:17]=[CH:18][CH:19]=[CH:20][CH:21]=1. The catalyst class is: 1.